Dataset: M1 muscarinic receptor antagonist screen with 61,756 compounds. Task: Binary Classification. Given a drug SMILES string, predict its activity (active/inactive) in a high-throughput screening assay against a specified biological target. (1) The molecule is S(=O)(=O)(n1c2c(nc1)cc(c(c2)C)C)c1ccc(OC)cc1. The result is 0 (inactive). (2) The drug is O(Cc1c(CN)cnc(c1N)C)C. The result is 0 (inactive). (3) The molecule is Clc1c(CSc2[nH]c(=O)cc(O)n2)cccc1. The result is 0 (inactive). (4) The drug is S(=O)(=O)(N1CCC(CC1)C(=O)NCC1OCCOC1)c1ccccc1. The result is 0 (inactive). (5) The drug is O=C(NC1CCN(CC1)c1n2ncnc2nc2c1CCC2)C(NC(=O)C)Cc1ccc(OC)cc1. The result is 0 (inactive). (6) The drug is O(C(C)(C)C)C(=O)C=1C(NC(=O)NC1C)c1cc(OC)c(OCC(=O)N)cc1. The result is 0 (inactive).